From a dataset of Forward reaction prediction with 1.9M reactions from USPTO patents (1976-2016). Predict the product of the given reaction. (1) Given the reactants S(O)(O)(=O)=O.[C:6](=[NH:10])([O:8][CH3:9])[NH2:7].C[O-].[Na+].[C:14]([C:16]1[CH:21]=[CH:20][CH:19]=[CH:18][C:17]=1[C:22]1[CH:27]=[CH:26][C:25]([CH2:28][CH:29]([C:34](=O)[CH2:35][CH2:36][CH2:37][CH3:38])[C:30](OC)=[O:31])=[CH:24][CH:23]=1)#[N:15], predict the reaction product. The product is: [CH2:35]([C:34]1[N:10]=[C:6]([O:8][CH3:9])[NH:7][C:30](=[O:31])[C:29]=1[CH2:28][C:25]1[CH:24]=[CH:23][C:22]([C:17]2[C:16]([C:14]#[N:15])=[CH:21][CH:20]=[CH:19][CH:18]=2)=[CH:27][CH:26]=1)[CH2:36][CH2:37][CH3:38]. (2) Given the reactants [Cl:1][C:2]1[CH:7]=[CH:6][C:5]([C:8]([C:34]2[CH:39]=[CH:38][C:37]([Cl:40])=[CH:36][CH:35]=2)([OH:33])[CH2:9][NH:10][C:11]2[N:19]=[C:18](Cl)[N:17]=[C:16]3[C:12]=2[N:13]=[CH:14][N:15]3[C@@H:21]2[CH2:25][C@H:24]([NH:26][C:27](=[O:30])[CH2:28][CH3:29])[C@@H:23]([OH:31])[C@H:22]2[OH:32])=[CH:4][CH:3]=1.[C:41]([NH:48][C@@H:49]1[CH2:53][CH2:52][NH:51][CH2:50]1)([O:43][C:44]([CH3:47])([CH3:46])[CH3:45])=[O:42].[I-].[Na+], predict the reaction product. The product is: [C:44]([O:43][C:41](=[O:42])[NH:48][C@@H:49]1[CH2:53][CH2:52][N:51]([C:18]2[N:17]=[C:16]3[C:12]([N:13]=[CH:14][N:15]3[C@@H:21]3[CH2:25][C@H:24]([NH:26][C:27](=[O:30])[CH2:28][CH3:29])[C@@H:23]([OH:31])[C@H:22]3[OH:32])=[C:11]([NH:10][CH2:9][C:8]([C:34]3[CH:35]=[CH:36][C:37]([Cl:40])=[CH:38][CH:39]=3)([C:5]3[CH:4]=[CH:3][C:2]([Cl:1])=[CH:7][CH:6]=3)[OH:33])[N:19]=2)[CH2:50]1)([CH3:47])([CH3:45])[CH3:46]. (3) Given the reactants [NH:1]1[C:9]2[C:4](=[CH:5][CH:6]=[CH:7][CH:8]=2)[C:3]([C:10]([OH:12])=O)=[CH:2]1.C1C=CC2N(O)N=NC=2C=1.C(Cl)CCl.[NH2:27][CH2:28][C:29]([C:32]1[CH:37]=[CH:36][C:35]([NH:38][C:39](=[O:50])[C:40]2[CH:45]=[CH:44][C:43]([O:46][CH3:47])=[C:42]([O:48][CH3:49])[CH:41]=2)=[CH:34][CH:33]=1)([CH3:31])[CH3:30], predict the reaction product. The product is: [CH3:49][O:48][C:42]1[CH:41]=[C:40]([CH:45]=[CH:44][C:43]=1[O:46][CH3:47])[C:39]([NH:38][C:35]1[CH:34]=[CH:33][C:32]([C:29]([CH3:31])([CH3:30])[CH2:28][NH:27][C:10]([C:3]2[C:4]3[C:9](=[CH:8][CH:7]=[CH:6][CH:5]=3)[NH:1][CH:2]=2)=[O:12])=[CH:37][CH:36]=1)=[O:50]. (4) Given the reactants [Br:1][C:2]1[CH:3]=[CH:4][C:5](Cl)=[N:6][CH:7]=1.[CH3:9][CH:10]([S-:12])[CH3:11].[Na+].O, predict the reaction product. The product is: [Br:1][C:2]1[CH:3]=[CH:4][C:5]([S:12][CH:10]([CH3:11])[CH3:9])=[N:6][CH:7]=1.